Dataset: Full USPTO retrosynthesis dataset with 1.9M reactions from patents (1976-2016). Task: Predict the reactants needed to synthesize the given product. (1) Given the product [Br:1][C:2]1[N:3]=[C:4]([C:33]([CH3:34])([CH3:36])[CH3:35])[NH:5][C:6]=1[C:7]1[CH:12]=[CH:11][N:10]=[C:9]([NH:13][CH2:14][C@@H:15]([NH:17][C:18](=[O:24])[O:19][CH3:20])[CH3:16])[N:8]=1, predict the reactants needed to synthesize it. The reactants are: [Br:1][C:2]1[N:3]=[C:4]([C:33]([CH3:36])([CH3:35])[CH3:34])[N:5](COCC[Si](C)(C)C)[C:6]=1[C:7]1[CH:12]=[CH:11][N:10]=[C:9]([NH:13][CH2:14][C@@H:15]([NH:17][C:18](=[O:24])[O:19][C:20](C)(C)C)[CH3:16])[N:8]=1.Cl.C([O-])(O)=O.[Na+].ClC(OC)=O. (2) Given the product [Cl:1][C:2]1[N:7]=[C:6]([C:8]#[N:9])[C:5]2[C:11]([O:33][CH3:34])=[N:12][N:13]([C:14]([C:15]3[CH:16]=[CH:17][CH:18]=[CH:19][CH:20]=3)([C:21]3[CH:22]=[CH:23][CH:24]=[CH:25][CH:26]=3)[C:27]3[CH:32]=[CH:31][CH:30]=[CH:29][CH:28]=3)[C:4]=2[CH:3]=1, predict the reactants needed to synthesize it. The reactants are: [Cl:1][C:2]1[N:7]=[C:6]([CH:8]=[N:9]O)[C:5]2[C:11]([O:33][CH3:34])=[N:12][N:13]([C:14]([C:27]3[CH:32]=[CH:31][CH:30]=[CH:29][CH:28]=3)([C:21]3[CH:26]=[CH:25][CH:24]=[CH:23][CH:22]=3)[C:15]3[CH:20]=[CH:19][CH:18]=[CH:17][CH:16]=3)[C:4]=2[CH:3]=1.C1(P(C2C=CC=CC=2)C2C=CC=CC=2)C=CC=CC=1.II.C([O-])(O)=O.[Na+]. (3) Given the product [CH:36]1([C:35]2[O:40][C:45]([NH:1][C:2]3[CH:7]=[CH:6][C:5]([C:8]4[CH:13]=[CH:12][C:11]([CH:14]5[O:19][CH2:18][CH:17]([CH2:20][C:21]([O:23][CH3:24])=[O:22])[CH2:16][CH2:15]5)=[CH:10][CH:9]=4)=[CH:4][CH:3]=3)=[N:47][N:34]=2)[CH2:37][CH2:38][CH2:39]1, predict the reactants needed to synthesize it. The reactants are: [NH2:1][C:2]1[CH:7]=[CH:6][C:5]([C:8]2[CH:13]=[CH:12][C:11]([CH:14]3[O:19][CH2:18][CH:17]([CH2:20][C:21]([O:23][CH3:24])=[O:22])[CH2:16][CH2:15]3)=[CH:10][CH:9]=2)=[CH:4][CH:3]=1.C([N:34]1[CH:39]=[CH:38][CH:37]=[CH:36][C:35]1=[O:40])([N:34]1[CH:39]=[CH:38][CH:37]=[CH:36][C:35]1=[O:40])=S.C1([C:45]([NH:47]N)=O)CCC1.C(Cl)CCl. (4) Given the product [CH:29]([N:32]([CH2:36][CH2:37][C@@H:38]([C:45]1[CH:50]=[C:49]([Br:51])[CH:48]=[CH:47][C:46]=1[O:52][CH2:53][C:54]1[CH:55]=[CH:56][CH:57]=[CH:58][CH:59]=1)[C:39]1[CH:44]=[CH:43][CH:42]=[CH:41][CH:40]=1)[CH:33]([CH3:35])[CH3:34])([CH3:30])[CH3:31], predict the reactants needed to synthesize it. The reactants are: C1(C)C=CC(C([C@@](C(O)=O)(O)[C@@](C(C2C=CC(C)=CC=2)=O)(O)C(O)=O)=O)=CC=1.[CH:29]([N:32]([CH2:36][CH2:37][C@@H:38]([C:45]1[CH:50]=[C:49]([Br:51])[CH:48]=[CH:47][C:46]=1[O:52][CH2:53][C:54]1[CH:59]=[CH:58][CH:57]=[CH:56][CH:55]=1)[C:39]1[CH:44]=[CH:43][CH:42]=[CH:41][CH:40]=1)[CH:33]([CH3:35])[CH3:34])([CH3:31])[CH3:30]. (5) Given the product [Cl:18][C:15]1[CH:16]=[CH:17][C:12]([O:11][CH2:10][CH2:9][CH2:8][CH2:7][CH2:6][CH2:5][CH2:4][NH2:1])=[CH:13][CH:14]=1, predict the reactants needed to synthesize it. The reactants are: [N:1]([CH2:4][CH2:5][CH2:6][CH2:7][CH2:8][CH2:9][CH2:10][O:11][C:12]1[CH:17]=[CH:16][C:15]([Cl:18])=[CH:14][CH:13]=1)=[N+]=[N-]. (6) Given the product [Cl:25][C:26]1[C:35]([CH2:36][OH:37])=[N:34][C:33]2[NH:32][CH2:31][CH2:30][O:29][C:28]=2[CH:27]=1, predict the reactants needed to synthesize it. The reactants are: Cl.Cl.NC1CCN(C[C@H]2N3C4N(C(=O)C=CC=4C=CC3=O)C2)CC1.[Cl:25][C:26]1[C:35]([CH:36]=[O:37])=[N:34][C:33]2[NH:32][CH2:31][CH2:30][O:29][C:28]=2[CH:27]=1.Cl.O1C2C=C(CNC3CCN(CC4N5C6N(C(=O)C=CC=6C=CC5=O)C4)CC3)N=CC=2OCC1.ClC1C(C=O)=NC2NC(=O)COC=2C=1.[H-].[H-].[H-].[H-].[Li+].[Al+3]. (7) Given the product [NH2:29][CH2:28][C:27]1[CH:30]=[CH:31][C:24]([C:22]([N:14]2[CH2:13][CH2:12][C:11]3[N:10]=[C:9]([CH3:33])[N:8]([CH2:1][C:2]4[CH:3]=[CH:4][CH:5]=[CH:6][CH:7]=4)[C:17]=3[C:16]3[CH:18]=[CH:19][CH:20]=[CH:21][C:15]2=3)=[O:23])=[CH:25][C:26]=1[CH3:32], predict the reactants needed to synthesize it. The reactants are: [CH2:1]([N:8]1[C:17]2[C:16]3[CH:18]=[CH:19][CH:20]=[CH:21][C:15]=3[N:14]([C:22]([C:24]3[CH:31]=[CH:30][C:27]([C:28]#[N:29])=[C:26]([CH3:32])[CH:25]=3)=[O:23])[CH2:13][CH2:12][C:11]=2[N:10]=[C:9]1[CH3:33])[C:2]1[CH:7]=[CH:6][CH:5]=[CH:4][CH:3]=1.[BH4-].[Na+].N. (8) Given the product [Cl:1][C:2]1[CH:7]=[CH:6][C:5]([C@@H:8]2[C@@:10]3([C:18]4[C:13](=[CH:14][CH:15]=[CH:16][CH:17]=4)[N:12]([C:19]4[CH:20]=[C:21]([CH:25]=[C:26]([N:28]5[CH2:32][CH2:31][O:30][C:29]5=[O:33])[CH:27]=4)[C:22]([OH:24])=[O:23])[C:11]3=[O:34])[CH2:9]2)=[CH:4][CH:3]=1, predict the reactants needed to synthesize it. The reactants are: [Cl:1][C:2]1[CH:7]=[CH:6][C:5]([C@@H:8]2[C@@:10]3([C:18]4[C:13](=[CH:14][CH:15]=[CH:16][CH:17]=4)[N:12]([C:19]4[CH:20]=[C:21]([CH:25]=[C:26]([N:28]5[CH2:32][CH2:31][O:30][C:29]5=[O:33])[CH:27]=4)[C:22]([O-:24])=[O:23])[C:11]3=[O:34])[CH2:9]2)=[CH:4][CH:3]=1.[OH-].[Li+]. (9) The reactants are: [F:1][C:2]1[CH:19]=[C:18]([F:20])[CH:17]=[C:16]2[C:3]=1[O:4][CH:5]([C:22]1[CH:27]=[CH:26][C:25]([O:28][CH2:29][CH2:30][N:31]3[CH2:36][CH2:35][CH2:34][CH2:33][CH2:32]3)=[CH:24][CH:23]=1)[C:6]1[C:15]2=[CH:14][CH:13]=[C:12]2[C:7]=1[CH:8]=[CH:9][C:10]([OH:21])=[CH:11]2.[ClH:37].CCOCC. Given the product [ClH:37].[F:1][C:2]1[CH:19]=[C:18]([F:20])[CH:17]=[C:16]2[C:3]=1[O:4][CH:5]([C:22]1[CH:23]=[CH:24][C:25]([O:28][CH2:29][CH2:30][N:31]3[CH2:32][CH2:33][CH2:34][CH2:35][CH2:36]3)=[CH:26][CH:27]=1)[C:6]1[C:15]2=[CH:14][CH:13]=[C:12]2[C:7]=1[CH:8]=[CH:9][C:10]([OH:21])=[CH:11]2, predict the reactants needed to synthesize it. (10) Given the product [CH2:14]([O:8][CH:6]1[CH:5]2[O:9][CH2:10][CH:11]([OH:12])[CH:4]2[O:3][CH2:7]1)[C:15]1[CH:20]=[CH:19][CH:18]=[CH:17][CH:16]=1, predict the reactants needed to synthesize it. The reactants are: [H-].[Na+].[O:3]1[CH2:7][CH:6]([OH:8])[CH:5]2[O:9][CH2:10][CH:11]([OH:12])[CH:4]12.Br[CH2:14][C:15]1[CH:20]=[CH:19][CH:18]=[CH:17][CH:16]=1.